The task is: Predict the product of the given reaction.. This data is from Forward reaction prediction with 1.9M reactions from USPTO patents (1976-2016). (1) Given the reactants Br[CH2:2][C:3]1[CH:8]=[CH:7][CH:6]=[CH:5][N:4]=1.BrCC1CCCCO1.[NH:17]1[C:25]2[C:20](=[CH:21][CH:22]=[CH:23][CH:24]=2)[C:19]2([C:36]3[C:32]4=[N:33][O:34][N:35]=[C:31]4[CH:30]=[CH:29][C:28]=3[O:27][CH2:26]2)[C:18]1=[O:37].N1C2C(=CC=CC=2)C2(COC3C=C4C(=CC2=3)CCO4)C1=O, predict the reaction product. The product is: [N:4]1[CH:5]=[CH:6][CH:7]=[CH:8][C:3]=1[CH2:2][N:17]1[C:25]2[C:20](=[CH:21][CH:22]=[CH:23][CH:24]=2)[C:19]2([C:36]3[C:32]4=[N:33][O:34][N:35]=[C:31]4[CH:30]=[CH:29][C:28]=3[O:27][CH2:26]2)[C:18]1=[O:37]. (2) The product is: [C:1]([O:4][CH2:7][CH2:8][CH2:9][CH2:10][CH2:11][O:12][C:13]1[C:14]([O:33][CH3:34])=[CH:15][CH:16]=[C:17]2[C:22]=1[O:21][C:20](=[O:23])[CH:19]=[C:18]2[NH:24][C:25]1[C:30]([Cl:31])=[CH:29][N:28]=[CH:27][C:26]=1[Cl:32])(=[O:3])[CH3:2]. Given the reactants [C:1]([O-:4])(=[O:3])[CH3:2].[K+].Br[CH2:7][CH2:8][CH2:9][CH2:10][CH2:11][O:12][C:13]1[C:14]([O:33][CH3:34])=[CH:15][CH:16]=[C:17]2[C:22]=1[O:21][C:20](=[O:23])[CH:19]=[C:18]2[NH:24][C:25]1[C:30]([Cl:31])=[CH:29][N:28]=[CH:27][C:26]=1[Cl:32], predict the reaction product.